Dataset: Forward reaction prediction with 1.9M reactions from USPTO patents (1976-2016). Task: Predict the product of the given reaction. (1) Given the reactants [F:1][C:2]([F:30])([F:29])[O:3][C:4]1[CH:28]=[CH:27][C:7]([CH2:8][O:9][CH:10](OCC2C=CC=CC=2)[C:11]2[O:15][N:14]=[C:13]([C:16]([OH:18])=O)[CH:12]=2)=[CH:6][CH:5]=1.C(N(CC)CC)C.Cl.C(N=C=NCCCN(C)C)C.ON1C2C=CC=CC=2N=N1.[O:60]1[CH2:65][CH2:64][CH:63]([CH2:66][NH2:67])[CH2:62][CH2:61]1, predict the reaction product. The product is: [O:60]1[CH2:65][CH2:64][CH:63]([CH2:66][NH:67][C:16]([C:13]2[CH:12]=[C:11]([CH2:10][O:9][CH2:8][C:7]3[CH:6]=[CH:5][C:4]([O:3][C:2]([F:1])([F:29])[F:30])=[CH:28][CH:27]=3)[O:15][N:14]=2)=[O:18])[CH2:62][CH2:61]1. (2) Given the reactants [Br:1][C:2]1[CH:3]=[C:4]([CH:8]=[CH:9][N:10]=1)[C:5]([OH:7])=O.CN(C(ON1N=NC2C=CC=NC1=2)=[N+](C)C)C.F[P-](F)(F)(F)(F)F.[CH3:35][O:36][C:37]1[C:42]2[N:43]=[C:44]([NH2:46])[S:45][C:41]=2[C:40]([N:47]([CH2:49][CH2:50][O:51][CH3:52])[CH3:48])=[CH:39][CH:38]=1, predict the reaction product. The product is: [Br:1][C:2]1[CH:3]=[C:4]([CH:8]=[CH:9][N:10]=1)[C:5]([NH:46][C:44]1[S:45][C:41]2[C:40]([N:47]([CH2:49][CH2:50][O:51][CH3:52])[CH3:48])=[CH:39][CH:38]=[C:37]([O:36][CH3:35])[C:42]=2[N:43]=1)=[O:7].